This data is from Catalyst prediction with 721,799 reactions and 888 catalyst types from USPTO. The task is: Predict which catalyst facilitates the given reaction. (1) Reactant: [NH2:1][C:2]1[C:11]2[N:10]=[C:9]([C:12]3[CH:17]=[CH:16][CH:15]=[C:14]([F:18])[CH:13]=3)[CH:8]=[CH:7][C:6]=2[C:5]([C:19]([O:21]CC)=[O:20])=[CH:4][N:3]=1.CO.[OH-].[Na+]. Product: [NH2:1][C:2]1[C:11]2[N:10]=[C:9]([C:12]3[CH:17]=[CH:16][CH:15]=[C:14]([F:18])[CH:13]=3)[CH:8]=[CH:7][C:6]=2[C:5]([C:19]([OH:21])=[O:20])=[CH:4][N:3]=1. The catalyst class is: 1. (2) Reactant: [C:1]([O:5][C:6]([N:8]1[CH2:13][CH2:12][C:11]([CH3:17])([C:14]([OH:16])=O)[CH2:10][CH2:9]1)=[O:7])([CH3:4])([CH3:3])[CH3:2].[F:18][C:19]([F:33])([F:32])[C:20]1[CH:21]=[C:22]([CH2:30][NH2:31])[CH:23]=[C:24]([C:26]([F:29])([F:28])[F:27])[CH:25]=1.CCN=C=NCCCN(C)C.C1C=CC2N(O)N=NC=2C=1.CCN(C(C)C)C(C)C. Product: [F:18][C:19]([F:32])([F:33])[C:20]1[CH:21]=[C:22]([CH:23]=[C:24]([C:26]([F:29])([F:27])[F:28])[CH:25]=1)[CH2:30][NH:31][C:14]([C:11]1([CH3:17])[CH2:10][CH2:9][N:8]([C:6]([O:5][C:1]([CH3:2])([CH3:3])[CH3:4])=[O:7])[CH2:13][CH2:12]1)=[O:16]. The catalyst class is: 2. (3) Reactant: [C:1]([N:4]1[C:12]2[C:7](=[CH:8][CH:9]=[C:10]([N+:13]([O-])=O)[CH:11]=2)[C:6]([CH3:17])([CH3:16])[CH2:5]1)(=[O:3])[CH3:2]. Product: [C:1]([N:4]1[C:12]2[C:7](=[CH:8][CH:9]=[C:10]([NH2:13])[CH:11]=2)[C:6]([CH3:17])([CH3:16])[CH2:5]1)(=[O:3])[CH3:2]. The catalyst class is: 5. (4) Reactant: [CH3:1][O:2][C:3]([CH:5](P(OC)(OC)=O)[NH:6][C:7]([O:9][CH2:10][C:11]1[CH:16]=[CH:15][CH:14]=[CH:13][CH:12]=1)=[O:8])=[O:4].C1CCN2C(=NCCC2)CC1.[F:34][C:35]([F:40])([F:39])[CH2:36][CH:37]=O. Product: [CH3:1][O:2][C:3](=[O:4])[C:5]([NH:6][C:7]([O:9][CH2:10][C:11]1[CH:12]=[CH:13][CH:14]=[CH:15][CH:16]=1)=[O:8])=[CH:37][CH2:36][C:35]([F:40])([F:39])[F:34]. The catalyst class is: 2.